From a dataset of Reaction yield outcomes from USPTO patents with 853,638 reactions. Predict the reaction yield, written as a fraction of the theoretical maximum amount of product (1.0 means a 100% yield; for example, 0.34 means a 34% yield). (1) The reactants are O=P(Cl)(Cl)Cl.CN([CH:9]=[O:10])C.[NH:11]1[C:23]2[C:22]3[N:21]=[CH:20][CH:19]=[CH:18][C:17]=3[CH:16]=[CH:15][C:14]=2[CH:13]=[CH:12]1.[OH-].[Na+]. The catalyst is O. The product is [NH:11]1[C:23]2[C:22]3[N:21]=[CH:20][CH:19]=[CH:18][C:17]=3[CH:16]=[CH:15][C:14]=2[C:13]([CH:9]=[O:10])=[CH:12]1. The yield is 0.520. (2) The reactants are [OH-:1].[Na+].[CH:3]12[CH2:12][CH:7]3[CH2:8][CH:9]([CH2:11][CH:5]([CH2:6]3)[CH:4]1[NH:13][C:14]([C:16]1[CH:17]=[N:18][N:19]([C:25]3[CH:30]=[CH:29][C:28]([C:31]#N)=[CH:27][CH:26]=3)[C:20]=1[C:21]([F:24])([F:23])[F:22])=[O:15])[CH2:10]2.C[OH:34]. No catalyst specified. The product is [CH:3]12[CH2:10][CH:9]3[CH2:8][CH:7]([CH2:6][CH:5]([CH2:11]3)[CH:4]1[NH:13][C:14]([C:16]1[CH:17]=[N:18][N:19]([C:25]3[CH:26]=[CH:27][C:28]([C:31]([OH:34])=[O:1])=[CH:29][CH:30]=3)[C:20]=1[C:21]([F:24])([F:23])[F:22])=[O:15])[CH2:12]2. The yield is 0.930.